The task is: Predict the product of the given reaction.. This data is from Forward reaction prediction with 1.9M reactions from USPTO patents (1976-2016). (1) Given the reactants Cl[C:2]1[N:7]=[CH:6][C:5]([CH:8]=[O:9])=[CH:4][CH:3]=1.[Br:10][C:11]1[CH:12]=[C:13]([CH:16]=[CH:17][C:18]=1[OH:19])[C:14]#[N:15].C(=O)([O-])[O-].[K+].[K+].O, predict the reaction product. The product is: [Br:10][C:11]1[CH:12]=[C:13]([CH:16]=[CH:17][C:18]=1[O:19][C:2]1[CH:3]=[CH:4][C:5]([CH:8]=[O:9])=[CH:6][N:7]=1)[C:14]#[N:15]. (2) Given the reactants [Br:1][C:2]1[C:3]([CH3:13])=[C:4]([C:9]([OH:12])=[CH:10][CH:11]=1)[C:5]([O:7][CH3:8])=[O:6].C(=O)([O-])[O-].[Cs+].[Cs+].Br[CH2:21][CH2:22][O:23][CH:24]1[CH2:29][CH2:28][CH2:27][CH2:26][O:25]1, predict the reaction product. The product is: [Br:1][C:2]1[C:3]([CH3:13])=[C:4]([C:9]([O:12][CH2:21][CH2:22][O:23][CH:24]2[CH2:29][CH2:28][CH2:27][CH2:26][O:25]2)=[CH:10][CH:11]=1)[C:5]([O:7][CH3:8])=[O:6]. (3) Given the reactants [Cl:1][C:2]1[CH:3]=[C:4]([CH:16]=[CH:17][CH:18]=1)[O:5][C:6]1[CH:7]=[C:8]([CH:11]=[CH:12][C:13]=1[O:14][CH3:15])[CH:9]=[O:10].[BH4-].[Na+], predict the reaction product. The product is: [Cl:1][C:2]1[CH:3]=[C:4]([CH:16]=[CH:17][CH:18]=1)[O:5][C:6]1[CH:7]=[C:8]([CH2:9][OH:10])[CH:11]=[CH:12][C:13]=1[O:14][CH3:15]. (4) Given the reactants [Cl:1][C:2]1[CH:3]=[N:4][C:5]([N:8]2[CH2:13][CH2:12][CH:11]([CH2:14][CH2:15][CH2:16][O:17][C:18]3[CH:26]=[C:25]([CH3:27])[C:21]([C:22](O)=[O:23])=[C:20]([CH3:28])[CH:19]=3)[CH2:10][CH2:9]2)=[N:6][CH:7]=1.C1C=CC2N([OH:38])N=NC=2C=1.CC[N:41]([CH:45]([CH3:47])[CH3:46])C(C)C.CCN=C=NCCCN(C)C.CN([CH:62]=[O:63])C, predict the reaction product. The product is: [Cl:1][C:2]1[CH:3]=[N:4][C:5]([N:8]2[CH2:13][CH2:12][CH:11]([CH2:14][CH2:15][CH2:16][O:17][C:18]3[CH:19]=[C:20]([CH3:28])[C:21]([C:22]([NH:41][C@H:45]([CH3:46])[C@H:47]([OH:38])[CH2:62][OH:63])=[O:23])=[C:25]([CH3:27])[CH:26]=3)[CH2:10][CH2:9]2)=[N:6][CH:7]=1. (5) Given the reactants [CH3:1][C:2]1[C:11]([NH:12][C:13]2[C:18]([C:19]3[N:27]=[CH:26][N:25]=[C:24]4[C:20]=3[N:21]=[CH:22][N:23]4C3CCCCO3)=[CH:17][CH:16]=[CH:15][N:14]=2)=[C:10]2[C:5]([C:6](SC)=[N:7][CH:8]=[N:9]2)=[CH:4][CH:3]=1.[Cl:36][C:37]1[CH:42]=[CH:41][C:40]([NH2:43])=[CH:39][CH:38]=1, predict the reaction product. The product is: [N:27]1[C:19]([C:18]2[C:13]([NH:12][C:11]3[C:2]([CH3:1])=[CH:3][CH:4]=[C:5]4[C:10]=3[N:9]=[CH:8][N:7]=[C:6]4[NH:43][C:40]3[CH:41]=[CH:42][C:37]([Cl:36])=[CH:38][CH:39]=3)=[N:14][CH:15]=[CH:16][CH:17]=2)=[C:20]2[C:24]([NH:23][CH:22]=[N:21]2)=[N:25][CH:26]=1. (6) Given the reactants [CH2:1]([O:8][C:9]([N:11]1[CH2:16][CH2:15][CH2:14][C@@H:13]([CH:17]([NH:21][CH2:22][CH:23]=[CH2:24])[CH2:18][CH2:19][OH:20])[CH2:12]1)=[O:10])[C:2]1[CH:7]=[CH:6][CH:5]=[CH:4][CH:3]=1.[CH3:25][S:26](Cl)(=[O:28])=[O:27].CCN(CC)CC, predict the reaction product. The product is: [CH2:1]([O:8][C:9]([N:11]1[CH2:16][CH2:15][CH2:14][C@@H:13]([CH:17]([NH:21][CH2:22][CH:23]=[CH2:24])[CH2:18][CH2:19][O:20][S:26]([CH3:25])(=[O:28])=[O:27])[CH2:12]1)=[O:10])[C:2]1[CH:7]=[CH:6][CH:5]=[CH:4][CH:3]=1.